Dataset: NCI-60 drug combinations with 297,098 pairs across 59 cell lines. Task: Regression. Given two drug SMILES strings and cell line genomic features, predict the synergy score measuring deviation from expected non-interaction effect. Drug 1: C1=NC2=C(N1)C(=S)N=CN2. Drug 2: COC1=C2C(=CC3=C1OC=C3)C=CC(=O)O2. Cell line: DU-145. Synergy scores: CSS=25.4, Synergy_ZIP=-6.99, Synergy_Bliss=-1.70, Synergy_Loewe=-25.6, Synergy_HSA=-2.53.